From a dataset of CYP3A4 inhibition data for predicting drug metabolism from PubChem BioAssay. Regression/Classification. Given a drug SMILES string, predict its absorption, distribution, metabolism, or excretion properties. Task type varies by dataset: regression for continuous measurements (e.g., permeability, clearance, half-life) or binary classification for categorical outcomes (e.g., BBB penetration, CYP inhibition). Dataset: cyp3a4_veith. (1) The compound is Cc1cnn(-c2cc(N/N=C/c3ccccc3Cl)ncn2)c1. The result is 0 (non-inhibitor). (2) The molecule is FC(F)(F)c1ccccc1-c1cncnc1NCCN1CCOCC1. The result is 1 (inhibitor). (3) The result is 0 (non-inhibitor). The compound is COc1ccc(CCN2CCC(Nc3nc4ccccc4n3Cc3ccc(F)cc3)CC2)cc1. (4) The molecule is CCCCNC(=S)NNC(=O)c1sccc1C. The result is 0 (non-inhibitor). (5) The drug is NS(=O)Oc1cc(C(=O)O)c(NCc2ccco2)cc1Cl. The result is 0 (non-inhibitor). (6) The compound is O=S(=O)(C=C(c1ccccc1)c1ccccc1)c1ccccc1. The result is 0 (non-inhibitor). (7) The drug is CCCNC(=O)N1N=C(c2ccc(N)cc2)c2cc3c(cc2[C@H]1C)OCO3. The result is 1 (inhibitor).